From a dataset of Forward reaction prediction with 1.9M reactions from USPTO patents (1976-2016). Predict the product of the given reaction. (1) Given the reactants [F:1][C:2]1[CH:7]=[CH:6][C:5](/[CH:8]=[CH:9]/B(O)O)=[CH:4][CH:3]=1.Cl[C:14]1[CH:19]=[C:18]([C:20]2[NH:24][C:23]([N:25]3[CH2:30][CH2:29][CH2:28][CH:27]([OH:31])[CH2:26]3)=[C:22]([C:32]#[N:33])[CH:21]=2)[CH:17]=[CH:16][N:15]=1, predict the reaction product. The product is: [F:1][C:2]1[CH:7]=[CH:6][C:5](/[CH:8]=[CH:9]/[C:16]2[CH:17]=[C:18]([C:20]3[NH:24][C:23]([N:25]4[CH2:30][CH2:29][CH2:28][CH:27]([OH:31])[CH2:26]4)=[C:22]([C:32]#[N:33])[CH:21]=3)[CH:19]=[CH:14][N:15]=2)=[CH:4][CH:3]=1. (2) Given the reactants [Br:1][C:2]1[CH:7]=[CH:6][CH:5]=[CH:4][C:3]=1/[CH:8]=[CH:9]\[C:10]1[CH:15]=[CH:14][CH:13]=[CH:12][C:11]=1I.C([SnH](CCCC)CCCC)CCC.N(C(C)(C)C#N)=NC(C)(C)C#N, predict the reaction product. The product is: [Br:1][C:2]1[C:3]2[CH:8]=[CH:9][C:10]3[C:15](=[CH:14][CH:13]=[CH:12][CH:11]=3)[C:4]=2[CH:5]=[CH:6][CH:7]=1.